This data is from Reaction yield outcomes from USPTO patents with 853,638 reactions. The task is: Predict the reaction yield, written as a fraction of the theoretical maximum amount of product (1.0 means a 100% yield; for example, 0.34 means a 34% yield). (1) The reactants are [C-:1]#[N:2].[Na+].[Cl:4][CH2:5][C:6]1([CH3:25])[O:10][N:9]=[C:8]([S:11][CH2:12][C:13]2[C:14]([C:21]([F:24])([F:23])[F:22])=[N:15][N:16]([CH2:19][CH3:20])[C:17]=2F)[CH2:7]1.O.C(OCC)(=O)C. The catalyst is CN(C)C=O. The product is [Cl:4][CH2:5][C:6]1([CH3:25])[O:10][N:9]=[C:8]([S:11][CH2:12][C:13]2[C:14]([C:21]([F:24])([F:23])[F:22])=[N:15][N:16]([CH2:19][CH3:20])[C:17]=2[C:1]#[N:2])[CH2:7]1. The yield is 1.00. (2) The reactants are [H-].[Na+].[NH:3]1[C:11]2[C:6](=[CH:7][C:8]([O:12][C:13]3[N:18]=[CH:17][N:16]=[C:15]([CH2:19][N:20]([CH3:28])[C:21](=[O:27])[O:22][C:23]([CH3:26])([CH3:25])[CH3:24])[CH:14]=3)=[CH:9][CH:10]=2)[CH:5]=[CH:4]1.[CH3:29][N:30]1[C:34]([C:35]([F:38])([F:37])[F:36])=[CH:33][C:32]([NH:39][C:40](=O)[O:41]C2C=CC=CC=2)=[N:31]1.[Cl-].[NH4+]. The catalyst is C1COCC1.C(OCC)(=O)C. The product is [CH3:28][N:20]([CH2:19][C:15]1[CH:14]=[C:13]([O:12][C:8]2[CH:7]=[C:6]3[C:11](=[CH:10][CH:9]=2)[N:3]([C:40](=[O:41])[NH:39][C:32]2[CH:33]=[C:34]([C:35]([F:38])([F:36])[F:37])[N:30]([CH3:29])[N:31]=2)[CH:4]=[CH:5]3)[N:18]=[CH:17][N:16]=1)[C:21](=[O:27])[O:22][C:23]([CH3:24])([CH3:25])[CH3:26]. The yield is 0.750. (3) The reactants are O[CH2:2][C:3]1[CH:12]=[N:11][C:10]2[N:9]3[CH2:13][CH2:14][CH2:15][CH2:16][C@H:8]3[C:7](=[O:17])[NH:6][C:5]=2[CH:4]=1.[I-].C(C[P+](C)(C)C)#N.C(N(C(C)C)C(C)C)C.Cl.[Cl:36][C:37]1[CH:42]=[CH:41][C:40]([C:43]2[CH2:44][CH2:45][NH:46][CH2:47][CH:48]=2)=[CH:39][CH:38]=1. The catalyst is C(#N)CC.CCO.O. The product is [Cl:36][C:37]1[CH:42]=[CH:41][C:40]([C:43]2[CH2:48][CH2:47][N:46]([CH2:2][C:3]3[CH:12]=[N:11][C:10]4[N:9]5[CH2:13][CH2:14][CH2:15][CH2:16][C@H:8]5[C:7](=[O:17])[NH:6][C:5]=4[CH:4]=3)[CH2:45][CH:44]=2)=[CH:39][CH:38]=1. The yield is 0.430.